From a dataset of Forward reaction prediction with 1.9M reactions from USPTO patents (1976-2016). Predict the product of the given reaction. Given the reactants [CH3:1][C:2]1[N:3]=[CH:4][NH:5][CH:6]=1.[N+:7]([C:10]1[CH:17]=[CH:16][C:13]([CH2:14]Br)=[CH:12][CH:11]=1)([O-:9])=[O:8].C(=O)([O-])[O-].[K+].[K+].CN(C)C=O, predict the reaction product. The product is: [CH3:1][C:2]1[N:3]([CH2:14][C:13]2[CH:16]=[CH:17][C:10]([N+:7]([O-:9])=[O:8])=[CH:11][CH:12]=2)[CH:4]=[N:5][CH:6]=1.